From a dataset of Full USPTO retrosynthesis dataset with 1.9M reactions from patents (1976-2016). Predict the reactants needed to synthesize the given product. (1) Given the product [CH:16]1[C:17]2[C:22](=[CH:21][CH:20]=[CH:19][CH:18]=2)[CH:23]=[CH:24][C:15]=1[C:13]1[CH:12]=[C:11]([C:25]2[CH:30]=[CH:29][C:28]([CH3:31])=[CH:27][CH:26]=2)[N:10]=[CH:9][N:14]=1, predict the reactants needed to synthesize it. The reactants are: BrC1C=C([C:9]2[N:14]=[C:13]([C:15]3[CH:24]=[CH:23][C:22]4[C:17](=[CH:18][CH:19]=[CH:20][CH:21]=4)[CH:16]=3)[CH:12]=[C:11]([C:25]3[CH:30]=[CH:29][C:28]([CH3:31])=[CH:27][CH:26]=3)[N:10]=2)C=C(Br)C=1.C(=O)([O-])[O-].[Cs+].[Cs+].C1(P(C2CCCCC2)C2C=CC=CC=2C2C(C(C)C)=CC(C(C)C)=CC=2C(C)C)CCCCC1. (2) Given the product [F:18][C:19]1[CH:24]=[C:23]([S:25][C:26]([F:29])([F:28])[F:27])[CH:22]=[CH:21][C:20]=1[N:30]([CH3:34])[C:31]([NH:8][CH2:7][C:6]1[CH:9]=[CH:10][C:3]([O:2][CH3:1])=[CH:4][CH:5]=1)=[O:32], predict the reactants needed to synthesize it. The reactants are: [CH3:1][O:2][C:3]1[CH:10]=[CH:9][C:6]([CH2:7][NH2:8])=[CH:5][CH:4]=1.C(N(CC)CC)C.[F:18][C:19]1[CH:24]=[C:23]([S:25][C:26]([F:29])([F:28])[F:27])[CH:22]=[CH:21][C:20]=1[N:30]([CH3:34])[C:31](Cl)=[O:32]. (3) Given the product [F:45][CH:46]1[CH2:48][CH:47]1[NH:49][C:11]([C:10]1[C:4]2[O:3][C:2]([CH3:1])=[CH:6][C:5]=2[C:7](/[CH:14]=[CH:15]/[C:16](=[O:33])[NH:17][CH:18]([C:23]2[CH:28]=[CH:27][CH:26]=[C:25]([C:29]([F:30])([F:31])[F:32])[CH:24]=2)[C:19]([F:22])([F:20])[F:21])=[CH:8][CH:9]=1)=[O:12], predict the reactants needed to synthesize it. The reactants are: [CH3:1][C:2]1[O:3][C:4]2[C:10]([C:11](O)=[O:12])=[CH:9][CH:8]=[C:7](/[CH:14]=[CH:15]/[C:16](=[O:33])[NH:17][CH:18]([C:23]3[CH:28]=[CH:27][CH:26]=[C:25]([C:29]([F:32])([F:31])[F:30])[CH:24]=3)[C:19]([F:22])([F:21])[F:20])[C:5]=2[CH:6]=1.C1(C)C(S(O)(=O)=O)=CC=CC=1.[F:45][C@H:46]1[CH2:48][C@H:47]1[NH2:49].CN(C(ON1N=NC2C=CC=NC1=2)=[N+](C)C)C.F[P-](F)(F)(F)(F)F.CCN(C(C)C)C(C)C. (4) The reactants are: [NH2:1][C:2]1[CH:3]=[CH:4][C:5]([F:20])=[C:6]([C@:8]2([CH3:19])[CH2:13][C@@H:12]([C:14]([F:17])([F:16])[F:15])[O:11][C:10]([NH2:18])=[N:9]2)[CH:7]=1.[F:21][CH:22]([F:33])[O:23][C:24]1[N:25]=[CH:26][C:27]([C:30](O)=[O:31])=[N:28][CH:29]=1. Given the product [NH2:18][C:10]1[O:11][C@H:12]([C:14]([F:16])([F:17])[F:15])[CH2:13][C@:8]([C:6]2[CH:7]=[C:2]([NH:1][C:30]([C:27]3[CH:26]=[N:25][C:24]([O:23][CH:22]([F:33])[F:21])=[CH:29][N:28]=3)=[O:31])[CH:3]=[CH:4][C:5]=2[F:20])([CH3:19])[N:9]=1, predict the reactants needed to synthesize it. (5) Given the product [C:39]([OH:44])(=[O:43])[C:40]([OH:42])=[O:41].[S:1](=[O:36])(=[O:35])([O:3][C:4]1[CH:9]=[CH:8][C:7]([C:10]2[N:11]=[CH:12][N:13]([C:15](=[O:34])[N:16]([CH:18]3[CH2:23][CH2:22][N:21]([CH2:24][C:25]4[CH:30]=[CH:29][C:28]([F:31])=[C:27]([O:32][CH3:33])[CH:26]=4)[CH2:20][CH2:19]3)[CH3:17])[CH:14]=2)=[CH:6][CH:5]=1)[NH2:2], predict the reactants needed to synthesize it. The reactants are: [S:1](=[O:36])(=[O:35])([O:3][C:4]1[CH:9]=[CH:8][C:7]([C:10]2[N:11]=[CH:12][N:13]([C:15](=[O:34])[N:16]([CH:18]3[CH2:23][CH2:22][N:21]([CH2:24][C:25]4[CH:30]=[CH:29][C:28]([F:31])=[C:27]([O:32][CH3:33])[CH:26]=4)[CH2:20][CH2:19]3)[CH3:17])[CH:14]=2)=[CH:6][CH:5]=1)[NH2:2].O.O.[C:39]([OH:44])(=[O:43])[C:40]([OH:42])=[O:41].